Task: Regression. Given a peptide amino acid sequence and an MHC pseudo amino acid sequence, predict their binding affinity value. This is MHC class II binding data.. Dataset: Peptide-MHC class II binding affinity with 134,281 pairs from IEDB (1) The MHC is HLA-DQA10102-DQB10602 with pseudo-sequence HLA-DQA10102-DQB10602. The peptide sequence is LTQPLQQVTSLFSQV. The binding affinity (normalized) is 0.503. (2) The peptide sequence is AAATLGTTVYGAFAA. The MHC is HLA-DQA10102-DQB10602 with pseudo-sequence HLA-DQA10102-DQB10602. The binding affinity (normalized) is 0.622.